This data is from Reaction yield outcomes from USPTO patents with 853,638 reactions. The task is: Predict the reaction yield, written as a fraction of the theoretical maximum amount of product (1.0 means a 100% yield; for example, 0.34 means a 34% yield). (1) The reactants are [F:1][C:2]1[C:3]([C:19]2[CH:20]=[N:21][NH:22][CH:23]=2)=[C:4]2[CH:10]=[CH:9][N:8]([CH2:11][O:12][CH2:13][CH2:14][Si:15]([CH3:18])([CH3:17])[CH3:16])[C:5]2=[N:6][CH:7]=1.[C:24]([CH:26]=[C:27]1[CH2:30][N:29]([C:31]([O:33][C:34]([CH3:37])([CH3:36])[CH3:35])=[O:32])[CH2:28]1)#[N:25].N12CCCN=C1CCCCC2. The catalyst is C(#N)C. The product is [C:24]([CH2:26][C:27]1([N:22]2[CH:23]=[C:19]([C:3]3[C:2]([F:1])=[CH:7][N:6]=[C:5]4[N:8]([CH2:11][O:12][CH2:13][CH2:14][Si:15]([CH3:18])([CH3:17])[CH3:16])[CH:9]=[CH:10][C:4]=34)[CH:20]=[N:21]2)[CH2:30][N:29]([C:31]([O:33][C:34]([CH3:37])([CH3:36])[CH3:35])=[O:32])[CH2:28]1)#[N:25]. The yield is 0.963. (2) The reactants are [NH:1]1[CH:5]=[C:4]([C:6]2[C:7]3[CH:14]=[CH:13][N:12]([CH2:15][O:16][CH2:17][CH2:18][Si:19]([CH3:22])([CH3:21])[CH3:20])[C:8]=3[N:9]=[CH:10][N:11]=2)[CH:3]=[N:2]1.[CH:23](/[C:29]#[N:30])=[CH:24]\[C:25]([F:28])([F:27])[F:26]. The catalyst is C(#N)C. The product is [F:26][C:25]([F:28])([F:27])[CH:24]([N:1]1[CH:5]=[C:4]([C:6]2[C:7]3[CH:14]=[CH:13][N:12]([CH2:15][O:16][CH2:17][CH2:18][Si:19]([CH3:22])([CH3:21])[CH3:20])[C:8]=3[N:9]=[CH:10][N:11]=2)[CH:3]=[N:2]1)[CH2:23][C:29]#[N:30]. The yield is 0.913.